This data is from Forward reaction prediction with 1.9M reactions from USPTO patents (1976-2016). The task is: Predict the product of the given reaction. (1) Given the reactants [H-].[Na+].[C:3]1([C@H:9]2[NH:19][C:18](=[O:20])[C:13]3([CH2:17][CH2:16][CH2:15][CH2:14]3)[NH:12][CH2:11][CH2:10]2)[CH:8]=[CH:7][CH:6]=[CH:5][CH:4]=1.Br[CH2:22][C:23]([O:25][CH2:26][C:27]1[CH:32]=[CH:31][CH:30]=[CH:29][CH:28]=1)=[O:24], predict the reaction product. The product is: [O:20]=[C:18]1[C:13]2([CH2:17][CH2:16][CH2:15][CH2:14]2)[NH:12][CH2:11][CH2:10][C@@H:9]([C:3]2[CH:4]=[CH:5][CH:6]=[CH:7][CH:8]=2)[N:19]1[CH2:22][C:23]([O:25][CH2:26][C:27]1[CH:32]=[CH:31][CH:30]=[CH:29][CH:28]=1)=[O:24]. (2) Given the reactants Cl[C:2]1[N:3]=[C:4]([N:28]2[CH2:33][CH2:32][O:31][CH2:30][CH2:29]2)[C:5]2[S:10][C:9]([CH2:11][N:12]3[CH2:17][CH2:16][N:15]([S:18]([C:21]4[CH:26]=[CH:25][CH:24]=[CH:23][CH:22]=4)(=[O:20])=[O:19])[CH2:14][CH2:13]3)=[C:8]([CH3:27])[C:6]=2[N:7]=1.[NH2:34][C:35]1[N:40]=[CH:39][C:38](B(O)O)=[CH:37][N:36]=1, predict the reaction product. The product is: [CH3:27][C:8]1[C:6]2[N:7]=[C:2]([C:38]3[CH:37]=[N:36][C:35]([NH2:34])=[N:40][CH:39]=3)[N:3]=[C:4]([N:28]3[CH2:33][CH2:32][O:31][CH2:30][CH2:29]3)[C:5]=2[S:10][C:9]=1[CH2:11][N:12]1[CH2:17][CH2:16][N:15]([S:18]([C:21]2[CH:26]=[CH:25][CH:24]=[CH:23][CH:22]=2)(=[O:20])=[O:19])[CH2:14][CH2:13]1.